From a dataset of Catalyst prediction with 721,799 reactions and 888 catalyst types from USPTO. Predict which catalyst facilitates the given reaction. Reactant: [F:1][C:2]1[CH:7]=[CH:6][C:5]([N:8]2[CH:12]=[C:11]([OH:13])[C:10]([C:14]([O:16][CH2:17][CH3:18])=[O:15])=[N:9]2)=[CH:4][CH:3]=1.C([O-])([O-])=O.[K+].[K+].I[CH2:26][CH3:27].CO. Product: [CH2:26]([O:13][C:11]1[C:10]([C:14]([O:16][CH2:17][CH3:18])=[O:15])=[N:9][N:8]([C:5]2[CH:4]=[CH:3][C:2]([F:1])=[CH:7][CH:6]=2)[CH:12]=1)[CH3:27]. The catalyst class is: 85.